Dataset: Retrosynthesis with 50K atom-mapped reactions and 10 reaction types from USPTO. Task: Predict the reactants needed to synthesize the given product. (1) The reactants are: CC1(C(=O)O)CCC(=O)c2cc(C3CCCCC3)ccc21. Given the product CC1(C(=O)O)CCCc2cc(C3CCCCC3)ccc21, predict the reactants needed to synthesize it. (2) Given the product CC(C)C(C(=O)OC(C#N)c1cccc(Oc2ccccc2)c1)C1=Cc2ccccc2C1, predict the reactants needed to synthesize it. The reactants are: CC(C)C(C(=O)O)C1=Cc2ccccc2C1.CS(=O)(=O)OC(C#N)c1cccc(Oc2ccccc2)c1. (3) Given the product Cc1ccnc(-c2cc(Cl)nc3c2c(C#N)cn3COCC[Si](C)(C)C)c1, predict the reactants needed to synthesize it. The reactants are: CCCC[Sn](CCCC)(CCCC)c1cc(C)ccn1.C[Si](C)(C)CCOCn1cc(C#N)c2c(I)cc(Cl)nc21. (4) Given the product Cc1cc(C=O)cc(C)c1CCC(=O)O, predict the reactants needed to synthesize it. The reactants are: Cc1cc(CO)cc(C)c1CCC(=O)O. (5) Given the product CC(CN(C)C)OC(=O)C(Cc1cc(=O)[nH]c2ccccc12)NC(=O)c1ccc(Cl)cc1, predict the reactants needed to synthesize it. The reactants are: CC(O)CN(C)C.O=C(NC(Cc1cc(=O)[nH]c2ccccc12)C(=O)O)c1ccc(Cl)cc1. (6) Given the product CC(C)(C)OC(=O)[C@@H]1CCCN1C(=O)NN, predict the reactants needed to synthesize it. The reactants are: CC(C)(C)OC(=O)[C@@H]1CCCN1C(=O)Cl.NN.